Task: Predict the reaction yield, written as a fraction of the theoretical maximum amount of product (1.0 means a 100% yield; for example, 0.34 means a 34% yield).. Dataset: Reaction yield outcomes from USPTO patents with 853,638 reactions (1) The reactants are [Br:1][C:2]1[CH:7]=[CH:6][C:5]([CH2:8][C:9](N)=[O:10])=[C:4]([F:12])[CH:3]=1.[OH-:13].[Na+]. No catalyst specified. The product is [Br:1][C:2]1[CH:7]=[CH:6][C:5]([CH2:8][C:9]([OH:13])=[O:10])=[C:4]([F:12])[CH:3]=1. The yield is 0.380. (2) The reactants are CC[C@@H]1[C@@H]2C[C@H]([C@@H](OC3C4C(=CC=CC=4)C(O[C@@H](C4C=CN=C5C=4C=C(OC)C=C5)[C@@H]4N5C[C@H](CC)[C@@H](CC5)C4)=NN=3)C3C=CN=C4C=3C=C([O:22]C)C=C4)N(CC2)C1.C(C1[C:62]([F:73])=[CH:63][N:64]=[C:65]2[C:70]=1[N:69]=[C:68]([O:71][CH3:72])[CH:67]=[CH:66]2)=C.S([O-])([O-])=O.[Na+].[Na+].[C:80]([OH:84])(C)([CH3:82])[CH3:81].O. No catalyst specified. The product is [F:73][C:62]1[CH:63]=[N:64][C:65]2[C:70]([C:81]=1[CH:80]([OH:84])[CH2:82][OH:22])=[N:69][C:68]([O:71][CH3:72])=[CH:67][CH:66]=2. The yield is 0.960. (3) The reactants are [CH3:1][O:2][C:3](=[O:15])[C:4]1[CH:9]=[C:8]([S:10]([CH3:13])(=[O:12])=[O:11])[CH:7]=[CH:6][C:5]=1I.[CH3:16][C:17]1[CH:18]=[N:19][NH:20][CH:21]=1.C(=O)([O-])[O-].[K+].[K+].N[C@@H]1CCCC[C@H]1N. The catalyst is O1CCOCC1.[Cu]I.O.ClCCl. The product is [CH3:1][O:2][C:3](=[O:15])[C:4]1[CH:9]=[C:8]([S:10]([CH3:13])(=[O:12])=[O:11])[CH:7]=[CH:6][C:5]=1[N:19]1[CH:18]=[C:17]([CH3:16])[CH:21]=[N:20]1. The yield is 0.570. (4) The reactants are [CH3:1][N:2]1[C:10]2[C:5](=[CH:6][C:7]([CH2:11][NH:12][NH:13][C:14]([C:16]3[S:20][C:19]([C:21]4[CH:26]=[CH:25][C:24]([Cl:27])=[CH:23][C:22]=4[O:28][CH3:29])=[N:18][C:17]=3[CH3:30])=[O:15])=[CH:8][CH:9]=2)[CH:4]=[CH:3]1.C=O.B.N1C=CC=C[CH:35]=1.Cl.[OH-].[Na+]. The catalyst is CO.C(O)(=O)C. The product is [CH3:35][N:12]([CH2:11][C:7]1[CH:6]=[C:5]2[C:10](=[CH:9][CH:8]=1)[N:2]([CH3:1])[CH:3]=[CH:4]2)[NH:13][C:14]([C:16]1[S:20][C:19]([C:21]2[CH:26]=[CH:25][C:24]([Cl:27])=[CH:23][C:22]=2[O:28][CH3:29])=[N:18][C:17]=1[CH3:30])=[O:15]. The yield is 0.210. (5) The catalyst is CO. The yield is 1.00. The product is [ClH:1].[Cl:1][C:2]1[C:11]([O:12][CH:13]([C:18]2([F:31])[CH2:23][CH2:22][NH:21][CH2:20][CH2:19]2)[C:14]([F:15])([F:16])[F:17])=[N:10][C:9]2[C:4](=[CH:5][CH:6]=[CH:7][CH:8]=2)[N:3]=1. The reactants are [Cl:1][C:2]1[C:11]([O:12][CH:13]([C:18]2([F:31])[CH2:23][CH2:22][N:21](C(OC(C)(C)C)=O)[CH2:20][CH2:19]2)[C:14]([F:17])([F:16])[F:15])=[N:10][C:9]2[C:4](=[CH:5][CH:6]=[CH:7][CH:8]=2)[N:3]=1.Cl. (6) The reactants are [SH:1][CH:2]1[CH2:7][CH2:6][N:5]([C:8]([O:10][C:11]([CH3:14])([CH3:13])[CH3:12])=[O:9])[CH2:4][CH2:3]1.Cl[CH2:16][C:17]1[N:18]=[C:19]([C:23]2[CH:32]=[CH:31][C:26]([C:27]([O:29][CH3:30])=[O:28])=[CH:25][CH:24]=2)[O:20][C:21]=1[CH3:22].C(=O)([O-])[O-].[K+].[K+]. The catalyst is CN(C)C=O. The product is [CH3:30][O:29][C:27]([C:26]1[CH:25]=[CH:24][C:23]([C:19]2[O:20][C:21]([CH3:22])=[C:17]([CH2:16][S:1][CH:2]3[CH2:3][CH2:4][N:5]([C:8]([O:10][C:11]([CH3:14])([CH3:13])[CH3:12])=[O:9])[CH2:6][CH2:7]3)[N:18]=2)=[CH:32][CH:31]=1)=[O:28]. The yield is 0.230.